Dataset: Forward reaction prediction with 1.9M reactions from USPTO patents (1976-2016). Task: Predict the product of the given reaction. (1) Given the reactants C([O:3][C:4](=[O:35])[CH2:5][O:6][C:7]1[CH:12]=[CH:11][C:10]([O:13][CH:14]([C:17]2[C:18]([CH3:33])=[N:19][C:20]([C:23]3[CH:28]=[CH:27][C:26]([C:29]([F:32])([F:31])[F:30])=[CH:25][CH:24]=3)=[CH:21][CH:22]=2)[CH2:15][CH3:16])=[CH:9][C:8]=1[CH3:34])C.ClC(C1C(C)=NC(C2C=CC(C(F)(F)F)=CC=2)=CC=1)CC.ClC(C1C(C)=NC(C2C=CC=C(C(F)(F)F)C=2)=CC=1)CCC, predict the reaction product. The product is: [CH3:34][C:8]1[CH:9]=[C:10]([O:13][CH:14]([C:17]2[C:18]([CH3:33])=[N:19][C:20]([C:23]3[CH:24]=[CH:25][C:26]([C:29]([F:31])([F:30])[F:32])=[CH:27][CH:28]=3)=[CH:21][CH:22]=2)[CH2:15][CH3:16])[CH:11]=[CH:12][C:7]=1[O:6][CH2:5][C:4]([OH:35])=[O:3]. (2) Given the reactants [CH3:1][O:2][C:3]1[CH:4]=[C:5]([CH:21]=[CH:22][C:23]=1[O:24][CH3:25])[CH2:6][C@H:7]1[C:16]2[C:11](=[CH:12][C:13]([O:19][CH3:20])=[C:14]([O:17][CH3:18])[CH:15]=2)[CH2:10][CH2:9][NH:8]1.Br[CH2:27][C:28](Br)=[O:29].[CH3:31][O:32][C:33]1[CH:40]=[CH:39][CH:38]=[CH:37][C:34]=1[CH2:35][NH2:36], predict the reaction product. The product is: [CH3:1][O:2][C:3]1[CH:4]=[C:5]([CH:21]=[CH:22][C:23]=1[O:24][CH3:25])[CH2:6][C@H:7]1[C:16]2[C:11](=[CH:12][C:13]([O:19][CH3:20])=[C:14]([O:17][CH3:18])[CH:15]=2)[CH2:10][CH2:9][N:8]1[CH2:27][C:28]([NH:36][CH2:35][C:34]1[CH:37]=[CH:38][CH:39]=[CH:40][C:33]=1[O:32][CH3:31])=[O:29]. (3) Given the reactants Cl.Cl.[CH2:3]([C:5]1[N:9]([C:10]2[N:18]=[C:17]3[C:13]([N:14]=[C:15]([C:20]4([O:26][CH3:27])[CH2:25][CH2:24][CH2:23][NH:22][CH2:21]4)[N:16]3[CH3:19])=[C:12]([N:28]3[CH2:33][CH2:32][O:31][CH2:30][CH2:29]3)[N:11]=2)[C:8]2[CH:34]=[CH:35][CH:36]=[CH:37][C:7]=2[N:6]=1)[CH3:4].CCN(C(C)C)C(C)C.[CH3:47][S:48](Cl)(=[O:50])=[O:49], predict the reaction product. The product is: [CH2:3]([C:5]1[N:9]([C:10]2[N:18]=[C:17]3[C:13]([N:14]=[C:15]([C:20]4([O:26][CH3:27])[CH2:25][CH2:24][CH2:23][N:22]([S:48]([CH3:47])(=[O:50])=[O:49])[CH2:21]4)[N:16]3[CH3:19])=[C:12]([N:28]3[CH2:29][CH2:30][O:31][CH2:32][CH2:33]3)[N:11]=2)[C:8]2[CH:34]=[CH:35][CH:36]=[CH:37][C:7]=2[N:6]=1)[CH3:4]. (4) Given the reactants [C:1]([O:5][C:6]([N:8]1[CH2:12][C@@H:11]([CH:13]=O)[C@H:10]([CH2:15][C:16]2[CH:21]=[CH:20][CH:19]=[CH:18][CH:17]=2)[CH2:9]1)=[O:7])([CH3:4])([CH3:3])[CH3:2].[CH:22]1([CH2:25][NH2:26])[CH2:24][CH2:23]1, predict the reaction product. The product is: [C:1]([O:5][C:6]([N:8]1[CH2:12][C@@H:11]([CH2:13][NH:26][CH2:25][CH:22]2[CH2:24][CH2:23]2)[C@H:10]([CH2:15][C:16]2[CH:21]=[CH:20][CH:19]=[CH:18][CH:17]=2)[CH2:9]1)=[O:7])([CH3:4])([CH3:3])[CH3:2]. (5) Given the reactants C([O:3][C:4]([C:6]1[C:10]([Br:11])=[C:9]([C:12]2[Se:13][C:14]([Br:17])=[CH:15][CH:16]=2)[N:8]([C:18]2[CH:23]=[CH:22][C:21]([Cl:24])=[CH:20][C:19]=2[Cl:25])[N:7]=1)=[O:5])C.[OH-].[K+].O.Cl, predict the reaction product. The product is: [Br:11][C:10]1[C:6]([C:4]([OH:5])=[O:3])=[N:7][N:8]([C:18]2[CH:23]=[CH:22][C:21]([Cl:24])=[CH:20][C:19]=2[Cl:25])[C:9]=1[C:12]1[Se:13][C:14]([Br:17])=[CH:15][CH:16]=1. (6) Given the reactants [CH:1]1(/[C:6](/[N:10]2[CH:14]=[C:13]([C:15]3[C:16]4[CH:23]=[CH:22][N:21]([CH2:24][O:25][CH2:26][CH2:27][Si:28]([CH3:31])([CH3:30])[CH3:29])[C:17]=4[N:18]=[CH:19][N:20]=3)[CH:12]=[N:11]2)=[CH:7]/[C:8]#[N:9])[CH2:5][CH2:4][CH2:3][CH2:2]1.[H][H], predict the reaction product. The product is: [CH:1]1([C@@H:6]([N:10]2[CH:14]=[C:13]([C:15]3[C:16]4[CH:23]=[CH:22][N:21]([CH2:24][O:25][CH2:26][CH2:27][Si:28]([CH3:29])([CH3:31])[CH3:30])[C:17]=4[N:18]=[CH:19][N:20]=3)[CH:12]=[N:11]2)[CH2:7][C:8]#[N:9])[CH2:5][CH2:4][CH2:3][CH2:2]1.